This data is from Reaction yield outcomes from USPTO patents with 853,638 reactions. The task is: Predict the reaction yield, written as a fraction of the theoretical maximum amount of product (1.0 means a 100% yield; for example, 0.34 means a 34% yield). (1) The reactants are [CH2:1]([N:4]1[CH2:9][CH2:8][S:7](=[O:10])[CH2:6][CH2:5]1)[C:2]#[CH:3].[F:11][C:12]1[CH:13]=[C:14]([CH:16]=[CH:17][C:18]=1[O:19][C:20]1[CH:25]=[CH:24][N:23]=[C:22]2[CH:26]=[C:27](I)[S:28][C:21]=12)[NH2:15]. No catalyst specified. The product is [NH2:15][C:14]1[CH:16]=[CH:17][C:18]([O:19][C:20]2[CH:25]=[CH:24][N:23]=[C:22]3[CH:26]=[C:27]([C:3]#[C:2][CH2:1][N:4]4[CH2:9][CH2:8][S:7](=[O:10])[CH2:6][CH2:5]4)[S:28][C:21]=23)=[C:12]([F:11])[CH:13]=1. The yield is 0.740. (2) The reactants are C(OC([N:8]1[C:20]2[CH2:19][CH:18]([C:21]([S:27]([C:30]3[CH:35]=[CH:34][CH:33]=[CH:32][CH:31]=3)(=[O:29])=[O:28])([C:23]([O:25][CH3:26])=[O:24])[CH3:22])[CH2:17][CH2:16][C:15]=2[C:14]2[C:9]1=[CH:10][CH:11]=[C:12]([N:36]([CH3:38])[CH3:37])[CH:13]=2)=O)(C)(C)C.C(O)(C(F)(F)F)=O.C([O-])(O)=O.[Na+]. The catalyst is C(Cl)Cl. The product is [CH3:26][O:25][C:23](=[O:24])[C:21]([S:27]([C:30]1[CH:31]=[CH:32][CH:33]=[CH:34][CH:35]=1)(=[O:29])=[O:28])([CH:18]1[CH2:17][CH2:16][C:15]2[C:14]3[C:9](=[CH:10][CH:11]=[C:12]([N:36]([CH3:37])[CH3:38])[CH:13]=3)[NH:8][C:20]=2[CH2:19]1)[CH3:22]. The yield is 0.560. (3) The reactants are [F:1][C:2]([C:5]1[CH:10]=[C:9]([F:11])[CH:8]=[CH:7][C:6]=1[C:12]1[S:16][C:15]2[CH:17]=[C:18]([OH:21])[CH:19]=[CH:20][C:14]=2[C:13]=1[O:22][C:23]1[CH:28]=[CH:27][C:26](/[CH:29]=[CH:30]/[C:31]([O:33]C)=[O:32])=[CH:25][CH:24]=1)([F:4])[CH3:3]. The catalyst is C1COCC1.O. The product is [F:1][C:2]([C:5]1[CH:10]=[C:9]([F:11])[CH:8]=[CH:7][C:6]=1[C:12]1[S:16][C:15]2[CH:17]=[C:18]([OH:21])[CH:19]=[CH:20][C:14]=2[C:13]=1[O:22][C:23]1[CH:28]=[CH:27][C:26](/[CH:29]=[CH:30]/[C:31]([OH:33])=[O:32])=[CH:25][CH:24]=1)([F:4])[CH3:3]. The yield is 0.699. (4) The reactants are [Cl:1][C:2]1[CH:7]=[CH:6][C:5]([CH:8]([C:17]2[CH:22]=[CH:21][C:20]([Cl:23])=[CH:19][CH:18]=2)[S:9]([CH2:12][C:13](=[O:16])[CH2:14]Br)(=[O:11])=[O:10])=[CH:4][CH:3]=1.C(N(CC)CC)C.[C:31]1([CH2:37][SH:38])[CH:36]=[CH:35][CH:34]=[CH:33][CH:32]=1. The catalyst is C1COCC1.CCOC(C)=O. The product is [CH2:37]([S:38][CH2:14][C:13](=[O:16])[CH2:12][S:9]([CH:8]([C:17]1[CH:22]=[CH:21][C:20]([Cl:23])=[CH:19][CH:18]=1)[C:5]1[CH:6]=[CH:7][C:2]([Cl:1])=[CH:3][CH:4]=1)(=[O:11])=[O:10])[C:31]1[CH:36]=[CH:35][CH:34]=[CH:33][CH:32]=1. The yield is 0.650. (5) The reactants are Cl[C:2]([O:4][C:5]1[CH:10]=[CH:9][C:8]([O:11][C:12]2[CH:17]=[CH:16][C:15]([C:18]([F:21])([F:20])[F:19])=[CH:14][N:13]=2)=[CH:7][CH:6]=1)=[O:3].[CH3:22][O:23][C:24]1[CH:29]=[C:28]([O:30][CH3:31])[CH:27]=[CH:26][C:25]=1[N:32]1[CH2:37][CH2:36][NH:35][CH2:34][CH2:33]1. No catalyst specified. The product is [F:19][C:18]([F:21])([F:20])[C:15]1[CH:16]=[CH:17][C:12]([O:11][C:8]2[CH:9]=[CH:10][C:5]([O:4][C:2]([N:35]3[CH2:34][CH2:33][N:32]([C:25]4[CH:26]=[CH:27][C:28]([O:30][CH3:31])=[CH:29][C:24]=4[O:23][CH3:22])[CH2:37][CH2:36]3)=[O:3])=[CH:6][CH:7]=2)=[N:13][CH:14]=1. The yield is 0.690. (6) The reactants are [F:1][C:2]1[CH:7]=[C:6]([N+:8]([O-])=O)[C:5]([O:11][CH3:12])=[CH:4][C:3]=1[O:13][CH3:14]. The catalyst is CCO.CCOC(C)=O.[Pd]. The product is [F:1][C:2]1[C:3]([O:13][CH3:14])=[CH:4][C:5]([O:11][CH3:12])=[C:6]([CH:7]=1)[NH2:8]. The yield is 1.00. (7) The reactants are [CH3:1][N:2]1[CH2:7][CH2:6][CH:5]([N:8]2[CH:12]=[C:11]([NH:13][C:14]3[N:19]=[C:18]([NH:20][C:21]4[CH:22]=[C:23]5[C:28](=[CH:29][CH:30]=4)[N:27]=[CH:26][CH:25]=[CH:24]5)[C:17]([NH2:31])=[CH:16][N:15]=3)[CH:10]=[N:9]2)[CH2:4][CH2:3]1.[CH:32](OCC)(OCC)OCC. No catalyst specified. The product is [CH3:1][N:2]1[CH2:7][CH2:6][CH:5]([N:8]2[CH:12]=[C:11]([NH:13][C:14]3[N:19]=[C:18]4[C:17]([N:31]=[CH:32][N:20]4[C:21]4[CH:22]=[C:23]5[C:28](=[CH:29][CH:30]=4)[N:27]=[CH:26][CH:25]=[CH:24]5)=[CH:16][N:15]=3)[CH:10]=[N:9]2)[CH2:4][CH2:3]1. The yield is 0.240.